Dataset: Catalyst prediction with 721,799 reactions and 888 catalyst types from USPTO. Task: Predict which catalyst facilitates the given reaction. (1) Reactant: [CH:1]([C:4]1[CH:9]=[CH:8][C:7]([S:10]([CH2:13][C:14]2[CH:19]=[CH:18][C:17]([CH2:20][C:21](O)=[O:22])=[CH:16][CH:15]=2)(=[O:12])=[O:11])=[CH:6][CH:5]=1)([CH3:3])[CH3:2].CN(C)C=O.[CH2:29]([NH2:32])[CH2:30][CH3:31].O. Product: [CH:1]([C:4]1[CH:9]=[CH:8][C:7]([S:10]([CH2:13][C:14]2[CH:15]=[CH:16][C:17]([CH2:20][C:21]([NH:32][CH2:29][CH2:30][CH3:31])=[O:22])=[CH:18][CH:19]=2)(=[O:11])=[O:12])=[CH:6][CH:5]=1)([CH3:2])[CH3:3]. The catalyst class is: 17. (2) Reactant: [C:1]1([C:20]2[CH:25]=[CH:24][CH:23]=[CH:22][CH:21]=2)[CH:6]=[CH:5][C:4]([S:7]([NH:10][CH:11]([CH2:16][CH:17]2[O:19][CH2:18]2)[C:12]([O:14]C)=[O:13])(=[O:9])=[O:8])=[CH:3][CH:2]=1.[C:26]1(C2C=CC=CC=2)[CH:31]=[CH:30][C:29]([S:32](NC(CC=C)C(OC)=O)(=O)=O)=[CH:28][CH:27]=1.O.ClC1C=CC=C(C(OO)=O)C=1. Product: [C:1]1([C:20]2[CH:21]=[CH:22][CH:23]=[CH:24][CH:25]=2)[CH:6]=[CH:5][C:4]([S:7]([NH:10][CH:11]([CH2:16][CH:17]([OH:19])[CH2:18][S:32][C:29]2[CH:30]=[CH:31][CH:26]=[CH:27][CH:28]=2)[C:12]([OH:14])=[O:13])(=[O:8])=[O:9])=[CH:3][CH:2]=1. The catalyst class is: 326.